Dataset: Full USPTO retrosynthesis dataset with 1.9M reactions from patents (1976-2016). Task: Predict the reactants needed to synthesize the given product. (1) Given the product [C:1]1([C:7]2[CH:15]=[C:14]([F:16])[C:10]([C:11]([Cl:22])=[O:12])=[C:9]([F:17])[CH:8]=2)[CH:6]=[CH:5][CH:4]=[CH:3][CH:2]=1, predict the reactants needed to synthesize it. The reactants are: [C:1]1([C:7]2[CH:15]=[C:14]([F:16])[C:10]([C:11](O)=[O:12])=[C:9]([F:17])[CH:8]=2)[CH:6]=[CH:5][CH:4]=[CH:3][CH:2]=1.C(Cl)(C([Cl:22])=O)=O. (2) Given the product [F:1][C:2]1[C:3]([O:24][CH3:25])=[C:4]([C:8]([CH3:23])([CH3:22])[CH2:9][C:10]([OH:13])([C:18]([F:21])([F:20])[F:19])[CH2:11][OH:12])[CH:5]=[CH:6][CH:7]=1, predict the reactants needed to synthesize it. The reactants are: [F:1][C:2]1[C:3]([O:24][CH3:25])=[C:4]([C:8]([CH3:23])([CH3:22])[CH2:9][C:10]([C:18]([F:21])([F:20])[F:19])([O:13][Si](C)(C)C)[CH2:11][OH:12])[CH:5]=[CH:6][CH:7]=1.[N+](CCCC)(CCCC)(CCCC)CCCC.[F-].O.O.O.O. (3) Given the product [N:20]([CH:6]([C:10]1[CH:11]=[N:12][CH:13]=[CH:14][C:15]=1[C:16]([F:19])([F:18])[F:17])[CH:7]([CH3:9])[CH3:8])=[N+:21]=[N-:22], predict the reactants needed to synthesize it. The reactants are: CS(O[CH:6]([C:10]1[CH:11]=[N:12][CH:13]=[CH:14][C:15]=1[C:16]([F:19])([F:18])[F:17])[CH:7]([CH3:9])[CH3:8])(=O)=O.[N-:20]=[N+:21]=[N-:22].[Na+]. (4) Given the product [CH3:1][C:2]1[C:7](=[O:8])[N:6]([CH2:26][C:25]2[CH:28]=[CH:29][C:22]([S:19]([N:16]3[CH2:17][CH2:18][O:13][CH2:14][CH2:15]3)(=[O:21])=[O:20])=[CH:23][CH:24]=2)[C:5](=[O:9])[N:4]2[CH:10]=[CH:11][S:12][C:3]=12, predict the reactants needed to synthesize it. The reactants are: [CH3:1][C:2]1[C:7](=[O:8])[NH:6][C:5](=[O:9])[N:4]2[CH:10]=[CH:11][S:12][C:3]=12.[O:13]1[CH2:18][CH2:17][N:16]([S:19]([C:22]2[CH:29]=[CH:28][C:25]([CH2:26]Br)=[CH:24][CH:23]=2)(=[O:21])=[O:20])[CH2:15][CH2:14]1.C(=O)([O-])[O-].[Cs+].[Cs+]. (5) Given the product [F:1][C:2]1[CH:16]=[C:15]([NH2:17])[CH:14]=[CH:13][C:3]=1[NH:4][CH2:5][CH2:6][N:7]1[CH2:12][CH2:11][O:10][CH2:9][CH2:8]1, predict the reactants needed to synthesize it. The reactants are: [F:1][C:2]1[CH:16]=[C:15]([N+:17]([O-])=O)[CH:14]=[CH:13][C:3]=1[NH:4][CH2:5][CH2:6][N:7]1[CH2:12][CH2:11][O:10][CH2:9][CH2:8]1. (6) Given the product [Br:9][C:10]1[CH:15]=[C:14]([Cl:16])[CH:13]=[CH:12][C:11]=1[O:17][CH2:1][C:2]1[CH:7]=[CH:6][CH:5]=[CH:4][CH:3]=1, predict the reactants needed to synthesize it. The reactants are: [CH2:1](Br)[C:2]1[CH:7]=[CH:6][CH:5]=[CH:4][CH:3]=1.[Br:9][C:10]1[CH:15]=[C:14]([Cl:16])[CH:13]=[CH:12][C:11]=1[OH:17].C(=O)([O-])[O-].[K+].[K+]. (7) Given the product [ClH:5].[ClH:41].[O:6]1[C:10]2[CH:11]=[CH:12][CH:13]=[CH:14][C:9]=2[CH:8]=[C:7]1[C:15]1[N:24]=[C:23]([NH:25][CH2:26][CH2:27][CH2:28][NH:40][CH:37]2[CH2:39][CH2:38]2)[C:22]2[C:17](=[CH:18][CH:19]=[CH:20][CH:21]=2)[N:16]=1, predict the reactants needed to synthesize it. The reactants are: S([Cl:5])(C)(=O)=O.[O:6]1[C:10]2[CH:11]=[CH:12][CH:13]=[CH:14][C:9]=2[CH:8]=[C:7]1[C:15]1[N:24]=[C:23]([NH:25][CH2:26][CH2:27][CH2:28]O)[C:22]2[C:17](=[CH:18][CH:19]=[CH:20][CH:21]=2)[N:16]=1.C(N(CC)CC)C.[CH:37]1([NH2:40])[CH2:39][CH2:38]1.[ClH:41]. (8) The reactants are: [NH2:1][C:2]1[CH:11]=[CH:10][CH:9]=[C:8]2[C:3]=1[C:4](=[O:21])[N:5]([CH:13]1[CH2:18][CH2:17][C:16](=[O:19])[NH:15][C:14]1=[O:20])[C:6]([CH3:12])=[N:7]2.[C:22](Cl)(=[O:24])[CH3:23]. Given the product [O:20]=[C:14]1[CH:13]([N:5]2[C:4](=[O:21])[C:3]3[C:8](=[CH:9][CH:10]=[CH:11][C:2]=3[NH:1][C:22](=[O:24])[CH3:23])[N:7]=[C:6]2[CH3:12])[CH2:18][CH2:17][C:16](=[O:19])[NH:15]1, predict the reactants needed to synthesize it. (9) Given the product [CH3:8][CH:6]1[NH:7][CH:2]([CH3:1])[CH2:3][N:4]([C:9]2[C:18]([O:19][CH3:20])=[C:17]3[C:12]([C:13](=[O:29])[C:14]([C:26]([NH:35][CH2:34][C:33]4[CH:36]=[CH:37][C:38]([O:40][C:41]([F:42])([F:43])[F:44])=[CH:39][C:32]=4[CH3:31])=[O:27])=[CH:15][N:16]3[CH2:21][C:22]([F:25])([F:23])[F:24])=[CH:11][C:10]=2[F:30])[CH2:5]1, predict the reactants needed to synthesize it. The reactants are: [CH3:1][CH:2]1[NH:7][CH:6]([CH3:8])[CH2:5][N:4]([C:9]2[C:18]([O:19][CH3:20])=[C:17]3[C:12]([C:13](=[O:29])[C:14]([C:26](O)=[O:27])=[CH:15][N:16]3[CH2:21][C:22]([F:25])([F:24])[F:23])=[CH:11][C:10]=2[F:30])[CH2:3]1.[CH3:31][C:32]1[CH:39]=[C:38]([O:40][C:41]([F:44])([F:43])[F:42])[CH:37]=[CH:36][C:33]=1[CH2:34][NH2:35].C1CN([P+](ON2N=NC3C=CC=CC2=3)(N2CCCC2)N2CCCC2)CC1.F[P-](F)(F)(F)(F)F. (10) Given the product [O:23]=[C:19]1[C:20]2[C:16](=[CH:15][C:14]([N:9]3[CH2:10][CH2:11][N:7]([C:3]4[CH:2]=[N:1][CH:6]=[CH:5][CH:4]=4)[C:8]3=[O:12])=[CH:22][CH:21]=2)[CH2:17][CH2:18]1, predict the reactants needed to synthesize it. The reactants are: [N:1]1[CH:6]=[CH:5][CH:4]=[C:3]([N:7]2[CH2:11][CH2:10][NH:9][C:8]2=[O:12])[CH:2]=1.Br[C:14]1[CH:15]=[C:16]2[C:20](=[CH:21][CH:22]=1)[C:19](=[O:23])[CH2:18][CH2:17]2.N[C@@H]1CCCC[C@H]1N.C(=O)([O-])[O-].[K+].[K+].